This data is from Catalyst prediction with 721,799 reactions and 888 catalyst types from USPTO. The task is: Predict which catalyst facilitates the given reaction. (1) Reactant: [CH3:1][S:2]([O-:4])=[O:3].[Na+].[Cl:6][C:7]1[N:12]=[C:11]([CH2:13]I)[CH:10]=[C:9]([N:15]2[CH2:20][CH2:19][O:18][CH2:17][C@@H:16]2[CH3:21])[N:8]=1. Product: [Cl:6][C:7]1[N:8]=[C:9]([N:15]2[CH2:20][CH2:19][O:18][CH2:17][C@@H:16]2[CH3:21])[CH:10]=[C:11]([CH2:13][S:2]([CH3:1])(=[O:4])=[O:3])[N:12]=1. The catalyst class is: 23. (2) Reactant: [CH3:1][NH:2][CH2:3][CH2:4][N:5]1[C:9](=[O:10])[CH:8]=[CH:7][C:6]1=[O:11].[P:12](Cl)(Cl)(Cl)=[O:13].[CH2:17]([N:19](CC)CC)C.[O:48]=[C:43]1[CH:44]=[CH:45][C:46](=[O:47])[N:42]1[CH2:41][CH2:40]CN(C[CH2:40][CH2:41][N:42]1[C:46](=[O:47])[CH:45]=[CH:44][C:43]1=[O:48])P(Cl)(Cl)=O.[CH3:49][NH:50][CH2:51][CH2:52][C:53]([OH:55])=[O:54]. Product: [O:10]=[C:9]1[CH:8]=[CH:7][C:6](=[O:11])[N:5]1[CH2:4][CH2:3][N:2]([CH3:1])[P:12]([N:50]([CH3:49])[CH2:51][CH2:52][C:53]([OH:55])=[O:54])([N:19]([CH2:40][CH2:41][N:42]1[C:43](=[O:48])[CH:44]=[CH:45][C:46]1=[O:47])[CH3:17])=[O:13]. The catalyst class is: 1. (3) Reactant: [Cl:1][C:2]1[CH:7]=[C:6]([NH:8][C:9]([C:11]2[N:15]3[N:16]=[C:17]([NH:33][CH:34]4[CH2:39][CH2:38][O:37][CH2:36][CH2:35]4)[CH:18]=[C:19]([N:20]([CH:30]4[CH2:32][CH2:31]4)CC4C=CC(OC)=CC=4)[C:14]3=[N:13][CH:12]=2)=[O:10])[CH:5]=[CH:4][N:3]=1.C(O)(C(F)(F)F)=O. Product: [Cl:1][C:2]1[CH:7]=[C:6]([NH:8][C:9]([C:11]2[N:15]3[N:16]=[C:17]([NH:33][CH:34]4[CH2:39][CH2:38][O:37][CH2:36][CH2:35]4)[CH:18]=[C:19]([NH:20][CH:30]4[CH2:32][CH2:31]4)[C:14]3=[N:13][CH:12]=2)=[O:10])[CH:5]=[CH:4][N:3]=1. The catalyst class is: 61. (4) Reactant: N#N.Br[C:4]1[S:5][CH:6]=[CH:7][CH:8]=1.CC1(C)C(C)(C)OB([C:17]2[CH:22]=[CH:21][CH:20]=[CH:19][C:18]=2[NH2:23])O1.C([O-])(O)=O.[Na+]. Product: [S:5]1[CH:6]=[CH:7][CH:8]=[C:4]1[C:17]1[CH:22]=[CH:21][CH:20]=[CH:19][C:18]=1[NH2:23]. The catalyst class is: 837. (5) Reactant: [CH3:1][N:2]([CH3:20])[CH2:3][CH2:4][CH2:5][O:6][C:7]1[CH:12]=[CH:11][C:10]([NH2:13])=[CH:9][C:8]=1[C:14]1[N:15]([CH3:19])[N:16]=[CH:17][CH:18]=1.[F:21][C:22]1[CH:27]=[CH:26][C:25]([CH3:28])=[CH:24][C:23]=1[N:29]=[C:30]=[O:31]. Product: [CH3:20][N:2]([CH3:1])[CH2:3][CH2:4][CH2:5][O:6][C:7]1[CH:12]=[CH:11][C:10]([NH:13][C:30]([NH:29][C:23]2[CH:24]=[C:25]([CH3:28])[CH:26]=[CH:27][C:22]=2[F:21])=[O:31])=[CH:9][C:8]=1[C:14]1[N:15]([CH3:19])[N:16]=[CH:17][CH:18]=1. The catalyst class is: 2. (6) Reactant: [CH2:1]([O:3][C:4]([C:6]1[N:7]([CH3:26])[C:8]([CH2:24][CH3:25])=[C:9]([C:22]#[N:23])[C:10]=1[C:11]1[CH:16]=[CH:15][C:14]([C:17]2[NH:21][N:20]=[N:19][N:18]=2)=[CH:13][CH:12]=1)=[O:5])[CH3:2].[H-].[Na+].[CH3:29]I. Product: [CH2:1]([O:3][C:4]([C:6]1[N:7]([CH3:26])[C:8]([CH2:24][CH3:25])=[C:9]([C:22]#[N:23])[C:10]=1[C:11]1[CH:12]=[CH:13][C:14]([C:17]2[N:18]([CH3:29])[N:19]=[N:20][N:21]=2)=[CH:15][CH:16]=1)=[O:5])[CH3:2]. The catalyst class is: 163. (7) Reactant: [Br:1][C:2]1[CH:3]=[C:4]([C:8]([CH3:13])([CH3:12])[C:9]([OH:11])=O)[CH:5]=[CH:6][CH:7]=1.C(Cl)(=O)C(Cl)=O.CN(C)C=O.[NH2:25][C:26]1[CH:27]=[C:28]([CH:45]=[CH:46][CH:47]=1)[O:29][C:30]1[CH:42]=[CH:41][C:33]2[N:34]=[C:35]([NH:37][C:38](=[O:40])[CH3:39])[S:36][C:32]=2[C:31]=1[C:43]#[N:44]. Product: [C:38]([NH:37][C:35]1[S:36][C:32]2[C:31]([C:43]#[N:44])=[C:30]([O:29][C:28]3[CH:27]=[C:26]([NH:25][C:9](=[O:11])[C:8]([C:4]4[CH:5]=[CH:6][CH:7]=[C:2]([Br:1])[CH:3]=4)([CH3:13])[CH3:12])[CH:47]=[CH:46][CH:45]=3)[CH:42]=[CH:41][C:33]=2[N:34]=1)(=[O:40])[CH3:39]. The catalyst class is: 54.